This data is from NCI-60 drug combinations with 297,098 pairs across 59 cell lines. The task is: Regression. Given two drug SMILES strings and cell line genomic features, predict the synergy score measuring deviation from expected non-interaction effect. (1) Drug 1: CC(CN1CC(=O)NC(=O)C1)N2CC(=O)NC(=O)C2. Drug 2: CC1OCC2C(O1)C(C(C(O2)OC3C4COC(=O)C4C(C5=CC6=C(C=C35)OCO6)C7=CC(=C(C(=C7)OC)O)OC)O)O. Cell line: NCI-H226. Synergy scores: CSS=29.5, Synergy_ZIP=-0.401, Synergy_Bliss=7.67, Synergy_Loewe=6.56, Synergy_HSA=10.4. (2) Drug 1: CC(C1=C(C=CC(=C1Cl)F)Cl)OC2=C(N=CC(=C2)C3=CN(N=C3)C4CCNCC4)N. Drug 2: C1CN(CCN1C(=O)CCBr)C(=O)CCBr. Cell line: UO-31. Synergy scores: CSS=9.94, Synergy_ZIP=-2.39, Synergy_Bliss=0.428, Synergy_Loewe=0.668, Synergy_HSA=2.13. (3) Drug 2: C1CCC(C(C1)N)N.C(=O)(C(=O)[O-])[O-].[Pt+4]. Synergy scores: CSS=15.1, Synergy_ZIP=1.82, Synergy_Bliss=8.11, Synergy_Loewe=8.82, Synergy_HSA=8.82. Drug 1: C1CCC(CC1)NC(=O)N(CCCl)N=O. Cell line: DU-145. (4) Drug 1: CCC(=C(C1=CC=CC=C1)C2=CC=C(C=C2)OCCN(C)C)C3=CC=CC=C3.C(C(=O)O)C(CC(=O)O)(C(=O)O)O. Drug 2: C1CCC(C(C1)N)N.C(=O)(C(=O)[O-])[O-].[Pt+4]. Cell line: MCF7. Synergy scores: CSS=34.0, Synergy_ZIP=-9.67, Synergy_Bliss=-2.14, Synergy_Loewe=-0.157, Synergy_HSA=1.67. (5) Drug 1: CC=C1C(=O)NC(C(=O)OC2CC(=O)NC(C(=O)NC(CSSCCC=C2)C(=O)N1)C(C)C)C(C)C. Cell line: SN12C. Drug 2: CN(CCCl)CCCl.Cl. Synergy scores: CSS=57.5, Synergy_ZIP=3.07, Synergy_Bliss=3.40, Synergy_Loewe=-19.7, Synergy_HSA=4.60. (6) Drug 1: CN1C2=C(C=C(C=C2)N(CCCl)CCCl)N=C1CCCC(=O)O.Cl. Drug 2: C(CC(=O)O)C(=O)CN.Cl. Cell line: DU-145. Synergy scores: CSS=11.3, Synergy_ZIP=-3.42, Synergy_Bliss=0.434, Synergy_Loewe=0.357, Synergy_HSA=0.382. (7) Drug 1: CCC1=CC2CC(C3=C(CN(C2)C1)C4=CC=CC=C4N3)(C5=C(C=C6C(=C5)C78CCN9C7C(C=CC9)(C(C(C8N6C)(C(=O)OC)O)OC(=O)C)CC)OC)C(=O)OC.C(C(C(=O)O)O)(C(=O)O)O. Drug 2: C1CN1P(=S)(N2CC2)N3CC3. Cell line: HS 578T. Synergy scores: CSS=56.3, Synergy_ZIP=-3.94, Synergy_Bliss=-3.52, Synergy_Loewe=-6.72, Synergy_HSA=-1.24. (8) Cell line: M14. Synergy scores: CSS=7.69, Synergy_ZIP=2.14, Synergy_Bliss=3.00, Synergy_Loewe=-29.0, Synergy_HSA=0.633. Drug 1: C1=CN(C=N1)CC(O)(P(=O)(O)O)P(=O)(O)O. Drug 2: CC1C(C(CC(O1)OC2CC(OC(C2O)C)OC3=CC4=CC5=C(C(=O)C(C(C5)C(C(=O)C(C(C)O)O)OC)OC6CC(C(C(O6)C)O)OC7CC(C(C(O7)C)O)OC8CC(C(C(O8)C)O)(C)O)C(=C4C(=C3C)O)O)O)O. (9) Drug 1: CC1=CC2C(CCC3(C2CCC3(C(=O)C)OC(=O)C)C)C4(C1=CC(=O)CC4)C. Drug 2: C1CC(=O)NC(=O)C1N2C(=O)C3=CC=CC=C3C2=O. Cell line: K-562. Synergy scores: CSS=-1.16, Synergy_ZIP=0.290, Synergy_Bliss=-4.29, Synergy_Loewe=-5.97, Synergy_HSA=-6.01. (10) Drug 1: C1CCN(CC1)CCOC2=CC=C(C=C2)C(=O)C3=C(SC4=C3C=CC(=C4)O)C5=CC=C(C=C5)O. Drug 2: CS(=O)(=O)OCCCCOS(=O)(=O)C. Cell line: OVCAR3. Synergy scores: CSS=-2.54, Synergy_ZIP=1.92, Synergy_Bliss=1.67, Synergy_Loewe=-2.78, Synergy_HSA=-3.39.